Dataset: Catalyst prediction with 721,799 reactions and 888 catalyst types from USPTO. Task: Predict which catalyst facilitates the given reaction. (1) Reactant: [Cl:1][C:2]1[CH:18]=[C:17]([N+:19]([O-:21])=[O:20])[CH:16]=[CH:15][C:3]=1[O:4][C:5]1[CH:12]=[CH:11][CH:10]=[C:9]([O:13]C)[C:6]=1[CH:7]=[O:8].ClCCl.B(Br)(Br)Br.O. Product: [Cl:1][C:2]1[CH:18]=[C:17]([N+:19]([O-:21])=[O:20])[CH:16]=[CH:15][C:3]=1[O:4][C:5]1[CH:12]=[CH:11][CH:10]=[C:9]([OH:13])[C:6]=1[CH:7]=[O:8]. The catalyst class is: 159. (2) Reactant: FC(F)(F)C(O)=O.[F:8][C:9]1[C:14]([F:15])=[CH:13][CH:12]=[CH:11][C:10]=1[C@H:16]1[CH2:22][N:21]2[C:23]([C:26]3([C:29]([F:32])([F:31])[F:30])[CH2:28][CH2:27]3)=[CH:24][N:25]=[C:20]2[C@H:19]([NH:33]C(=O)OC(C)(C)C)[CH2:18][CH2:17]1.C([O-])(O)=O.[Na+]. Product: [F:8][C:9]1[C:14]([F:15])=[CH:13][CH:12]=[CH:11][C:10]=1[C@H:16]1[CH2:22][N:21]2[C:23]([C:26]3([C:29]([F:32])([F:30])[F:31])[CH2:28][CH2:27]3)=[CH:24][N:25]=[C:20]2[C@H:19]([NH2:33])[CH2:18][CH2:17]1. The catalyst class is: 2. (3) Reactant: I[C:2]1[CH:7]=[CH:6][C:5]([NH:8][C:9](=[O:12])[O:10][CH3:11])=[CH:4][C:3]=1[N+:13]([O-:15])=[O:14].C([Sn](CCCC)(CCCC)[C:21]([O:23][CH2:24][CH3:25])=[CH2:22])CCC. Product: [CH2:24]([O:23][C:21]([C:2]1[CH:7]=[CH:6][C:5]([NH:8][C:9](=[O:12])[O:10][CH3:11])=[CH:4][C:3]=1[N+:13]([O-:15])=[O:14])=[CH2:22])[CH3:25]. The catalyst class is: 747. (4) Reactant: [H-].[Na+].[C:3]([O:10][CH2:11][CH3:12])(=[O:9])[C:4]([O:6]CC)=O.[CH2:13]([O:20][C:21]1[CH:26]=[CH:25][CH:24]=[CH:23][C:22]=1[C:27](=[O:29])[CH3:28])[C:14]1[CH:19]=[CH:18][CH:17]=[CH:16][CH:15]=1. Product: [CH2:11]([O:10][C:3](=[O:9])[C:4](=[O:6])[CH2:28][C:27]([C:22]1[CH:23]=[CH:24][CH:25]=[CH:26][C:21]=1[O:20][CH2:13][C:14]1[CH:19]=[CH:18][CH:17]=[CH:16][CH:15]=1)=[O:29])[CH3:12]. The catalyst class is: 1. (5) Reactant: C[O:2][C:3]1[CH:11]=[CH:10][C:6]([C:7]([OH:9])=[O:8])=[C:5]([N+:12]([O-:14])=[O:13])[CH:4]=1. Product: [OH:2][C:3]1[CH:11]=[CH:10][C:6]([C:7]([OH:9])=[O:8])=[C:5]([N+:12]([O-:14])=[O:13])[CH:4]=1. The catalyst class is: 570. (6) Reactant: [Cl:1][C:2]1[CH:3]=[C:4]([N:11]([S:15]([C:18]2[CH:23]=[CH:22][C:21]([Cl:24])=[C:20]([C:25]([F:28])([F:27])[F:26])[CH:19]=2)(=[O:17])=[O:16])[CH2:12][O:13][CH3:14])[C:5]([C:8]([OH:10])=O)=[N:6][CH:7]=1.C(Cl)(=O)C(Cl)=O.C(N(CC)CC)C.[CH:42]([NH:45][C:46]1[CH:51]=[CH:50][CH:49]=[CH:48][CH:47]=1)([CH3:44])[CH3:43]. Product: [CH:42]([N:45]([C:46]1[CH:51]=[CH:50][CH:49]=[CH:48][CH:47]=1)[C:8]([C:5]1[C:4]([N:11]([S:15]([C:18]2[CH:23]=[CH:22][C:21]([Cl:24])=[C:20]([C:25]([F:26])([F:27])[F:28])[CH:19]=2)(=[O:16])=[O:17])[CH2:12][O:13][CH3:14])=[CH:3][C:2]([Cl:1])=[CH:7][N:6]=1)=[O:10])([CH3:44])[CH3:43]. The catalyst class is: 2. (7) Reactant: [Cl:1][C:2]1[CH:3]=[C:4]([N:8]2[N:12]=[N:11][C:10]([CH:13]([N:15]3C(=O)C4C(=CC=CC=4)C3=O)[CH3:14])=[N:9]2)[CH:5]=[CH:6][CH:7]=1.O.NN.Cl. Product: [Cl:1][C:2]1[CH:3]=[C:4]([N:8]2[N:12]=[N:11][C:10]([CH:13]([NH2:15])[CH3:14])=[N:9]2)[CH:5]=[CH:6][CH:7]=1. The catalyst class is: 5. (8) Reactant: [NH:1]1[CH2:6][CH2:5][CH:4]([C:7]([O:9]CC)=[O:8])[CH2:3][CH2:2]1.[F:12][C:13]([F:55])([F:54])[C:14]1[CH:15]=[C:16]([CH:47]=[C:48]([C:50]([F:53])([F:52])[F:51])[CH:49]=1)[CH2:17][N:18]([C@H:31]1[CH2:35][C@@H:34]([CH2:36][O:37][CH3:38])[N:33]([C:39]2[C:44]([Cl:45])=[CH:43][N:42]=[C:41](Cl)[N:40]=2)[CH2:32]1)[C:19]1[N:24]=[CH:23][C:22]([C:25]2[CH:26]=[N:27][N:28]([CH3:30])[CH:29]=2)=[CH:21][N:20]=1.[OH-].[Na+].Cl. Product: [F:52][C:50]([F:51])([F:53])[C:48]1[CH:47]=[C:16]([CH:15]=[C:14]([C:13]([F:12])([F:55])[F:54])[CH:49]=1)[CH2:17][N:18]([C:19]1[N:20]=[CH:21][C:22]([C:25]2[CH:26]=[N:27][N:28]([CH3:30])[CH:29]=2)=[CH:23][N:24]=1)[C@@H:31]1[CH2:32][N:33]([C:39]2[C:44]([Cl:45])=[CH:43][N:42]=[C:41]([N:1]3[CH2:2][CH2:3][CH:4]([C:7]([OH:9])=[O:8])[CH2:5][CH2:6]3)[N:40]=2)[C@H:34]([CH2:36][O:37][CH3:38])[CH2:35]1. The catalyst class is: 32. (9) Reactant: [Cl:1][C:2]1[CH:10]=[C:9]2[C:5]([C@H:6]([C:12]3[CH:17]=[CH:16][CH:15]=[CH:14][CH:13]=3)[CH2:7][C:8]2=[O:11])=[CH:4][CH:3]=1.[BH4-].[Na+]. Product: [Cl:1][C:2]1[CH:10]=[C:9]2[C:5]([C@H:6]([C:12]3[CH:13]=[CH:14][CH:15]=[CH:16][CH:17]=3)[CH2:7][C@@H:8]2[OH:11])=[CH:4][CH:3]=1. The catalyst class is: 8. (10) Reactant: [Br:1][CH2:2][CH2:3][N:4]([CH2:29][CH2:30][OH:31])[C:5]1[C:22]([N+:23]([O-:25])=[O:24])=[CH:21][C:20]([N+:26]([O-:28])=[O:27])=[CH:19][C:6]=1[C:7]([NH:9][CH2:10][CH2:11][O:12][CH:13]1[CH2:18][CH2:17][CH2:16][CH2:15][O:14]1)=[O:8].CCN(CC)CC.[CH2:39]([S:43](Cl)(=[O:45])=[O:44])[CH2:40][CH2:41][CH3:42].C([O-])(O)=O.[Na+]. Product: [CH2:39]([S:43]([O:31][CH2:30][CH2:29][N:4]([CH2:3][CH2:2][Br:1])[C:5]1[C:6]([C:7]([NH:9][CH2:10][CH2:11][O:12][CH:13]2[CH2:18][CH2:17][CH2:16][CH2:15][O:14]2)=[O:8])=[CH:19][C:20]([N+:26]([O-:28])=[O:27])=[CH:21][C:22]=1[N+:23]([O-:25])=[O:24])(=[O:45])=[O:44])[CH2:40][CH2:41][CH3:42]. The catalyst class is: 2.